Dataset: Full USPTO retrosynthesis dataset with 1.9M reactions from patents (1976-2016). Task: Predict the reactants needed to synthesize the given product. (1) Given the product [CH3:1][O:2][C:3]1[CH:48]=[C:47]([O:49][CH3:50])[CH:46]=[CH:45][C:4]=1[CH2:5][NH:6][C:7]1[C:8]2[CH:15]=[CH:14][N:13]([C@H:16]3[C@@H:20]4[O:21][C:22]([CH3:24])([CH3:25])[O:23][C@@H:19]4[C@@H:18]([CH2:26][N:27]([CH:42]([CH3:44])[CH3:43])[CH2:28][CH2:29][CH2:30][CH2:31][C:32]([OH:34])=[O:33])[O:17]3)[C:9]=2[N:10]=[CH:11][N:12]=1, predict the reactants needed to synthesize it. The reactants are: [CH3:1][O:2][C:3]1[CH:48]=[C:47]([O:49][CH3:50])[CH:46]=[CH:45][C:4]=1[CH2:5][NH:6][C:7]1[C:8]2[CH:15]=[CH:14][N:13]([C@H:16]3[C@@H:20]4[O:21][C:22]([CH3:25])([CH3:24])[O:23][C@@H:19]4[C@@H:18]([CH2:26][N:27]([CH:42]([CH3:44])[CH3:43])[CH2:28][CH2:29][CH2:30][CH2:31][C:32]([O:34]CC4C=CC=CC=4)=[O:33])[O:17]3)[C:9]=2[N:10]=[CH:11][N:12]=1.C1CC=CCC=1. (2) Given the product [Br:1][C:2]1[C:3]2[C:4]3[C:9](=[CH:8][C:7]([C:18]4([OH:20])[CH2:24][CH2:23]4)=[CH:6][CH:5]=3)[NH:10][C:11]=2[C:12]([C:15]([NH2:16])=[O:17])=[CH:13][CH:14]=1, predict the reactants needed to synthesize it. The reactants are: [Br:1][C:2]1[CH:14]=[CH:13][C:12]([C:15](=[O:17])[NH2:16])=[C:11]2[C:3]=1[C:4]1[CH:5]=[CH:6][C:7]([C:18]([O:20]CC)=O)=[CH:8][C:9]=1[NH:10]2.[CH2:23]([Mg]Cl)[CH3:24]. (3) Given the product [N:9]([C:10]1[CH:11]=[CH:12][C:13]([C:16]#[C:17][C:18]#[N:19])=[CH:14][CH:15]=1)=[C:20]=[S:21], predict the reactants needed to synthesize it. The reactants are: C(=O)([O-])O.[Na+].ClCCl.[NH2:9][C:10]1[CH:15]=[CH:14][C:13]([C:16]#[C:17][C:18]#[N:19])=[CH:12][CH:11]=1.[C:20](Cl)(Cl)=[S:21]. (4) Given the product [NH2:26][C:25]1[N:24]=[CH:23][N:22]=[C:21]2[N:17]([CH:15]([C:9]3[C:8]([O:28][CH3:29])=[C:7]([CH:5]4[CH2:4][N:3]([C:30]5([CH2:34][C:35]#[N:36])[CH2:33][CH2:32][CH2:31]5)[CH2:6]4)[C:12]([CH3:13])=[C:11]([Cl:14])[CH:10]=3)[CH3:16])[N:18]=[C:19]([CH3:27])[C:20]=12, predict the reactants needed to synthesize it. The reactants are: Cl.Cl.[NH:3]1[CH2:6][CH:5]([C:7]2[C:8]([O:28][CH3:29])=[C:9]([CH:15]([N:17]3[C:21]4=[N:22][CH:23]=[N:24][C:25]([NH2:26])=[C:20]4[C:19]([CH3:27])=[N:18]3)[CH3:16])[CH:10]=[C:11]([Cl:14])[C:12]=2[CH3:13])[CH2:4]1.[C:30]1(=[CH:34][C:35]#[N:36])[CH2:33][CH2:32][CH2:31]1.N12CCCN=C1CCCCC2. (5) Given the product [CH:14]1[C:13]2[C:7]([N:1]3[CH2:2][CH2:3][N:4]([CH2:36][CH2:37][O:38][CH2:39][CH2:40][OH:41])[CH2:5][CH2:6]3)=[N:8][C:9]3[CH:21]=[CH:20][CH:19]=[CH:18][C:10]=3[S:11][C:12]=2[CH:17]=[CH:16][CH:15]=1, predict the reactants needed to synthesize it. The reactants are: [N:1]1([C:7]2[C:13]3[CH:14]=[CH:15][CH:16]=[CH:17][C:12]=3[S:11][C:10]3[CH:18]=[CH:19][CH:20]=[CH:21][C:9]=3[N:8]=2)[CH2:6][CH2:5][NH:4][CH2:3][CH2:2]1.C1(C)C=CC=CC=1.C(=O)([O-])[O-].[Na+].[Na+].Cl[CH2:36][CH2:37][O:38][CH2:39][CH2:40][OH:41]. (6) The reactants are: [BH4-:1].[Na+:2].[C:3]([OH:6])(=[O:5])[CH3:4]. Given the product [C:3]([O:6][BH-:1]([O:6][C:3](=[O:5])[CH3:4])[O:5][C:3](=[O:6])[CH3:4])(=[O:5])[CH3:4].[Na+:2], predict the reactants needed to synthesize it. (7) The reactants are: [OH:1][C:2]1[C:10]2[C:5](=[N:6][CH:7]=[CH:8][CH:9]=2)[O:4][C:3]=1C(OCC)=O. Given the product [O:4]1[C:5]2=[N:6][CH:7]=[CH:8][CH:9]=[C:10]2[C:2](=[O:1])[CH2:3]1, predict the reactants needed to synthesize it. (8) The reactants are: [CH2:1]([O:3][C:4](=[O:13])[CH2:5][C:6]1[C:7]([Cl:12])=[N:8][CH:9]=[N:10][CH:11]=1)[CH3:2].[CH:14]([N-]C(C)C)(C)C.[Li+].IC. Given the product [Cl:12][C:7]1[C:6]([CH:5]([CH3:14])[C:4]([O:3][CH2:1][CH3:2])=[O:13])=[CH:11][N:10]=[CH:9][N:8]=1, predict the reactants needed to synthesize it. (9) Given the product [F:35][C:34]([F:37])([F:36])[C:32]([OH:38])=[O:33].[C:1]([CH2:3][CH:4]([C:27]1([C:30]#[N:31])[CH2:29][CH2:28]1)[N:5]1[CH:9]=[C:8]([C:10]2[C:11]3[CH:18]=[CH:17][NH:16][C:12]=3[N:13]=[CH:14][N:15]=2)[CH:7]=[N:6]1)#[N:2], predict the reactants needed to synthesize it. The reactants are: [C:1]([CH2:3][CH:4]([C:27]1([C:30]#[N:31])[CH2:29][CH2:28]1)[N:5]1[CH:9]=[C:8]([C:10]2[C:11]3[CH:18]=[CH:17][N:16](COCC[Si](C)(C)C)[C:12]=3[N:13]=[CH:14][N:15]=2)[CH:7]=[N:6]1)#[N:2].[C:32]([OH:38])([C:34]([F:37])([F:36])[F:35])=[O:33]. (10) Given the product [C:1]([O:5][C:6](=[O:26])[N:7]([C@H:8]([C:10](=[O:24])[NH:11][C@@H:12]1[C:18](=[O:19])[N:17]([CH2:38][C:34]2[C:35]3[C:30](=[CH:29][C:28]([Br:27])=[CH:37][CH:36]=3)[CH:31]=[CH:32][C:33]=2[O:40][CH3:41])[C:16]2[CH:20]=[CH:21][CH:22]=[CH:23][C:15]=2[CH2:14][CH2:13]1)[CH3:9])[CH3:25])([CH3:4])([CH3:2])[CH3:3], predict the reactants needed to synthesize it. The reactants are: [C:1]([O:5][C:6](=[O:26])[N:7]([CH3:25])[C@H:8]([C:10](=[O:24])[NH:11][C@@H:12]1[C:18](=[O:19])[NH:17][C:16]2[CH:20]=[CH:21][CH:22]=[CH:23][C:15]=2[CH2:14][CH2:13]1)[CH3:9])([CH3:4])([CH3:3])[CH3:2].[Br:27][C:28]1[CH:29]=[C:30]2[C:35](=[CH:36][CH:37]=1)[C:34]([CH2:38]Cl)=[C:33]([O:40][CH3:41])[CH:32]=[CH:31]2.